The task is: Predict the product of the given reaction.. This data is from Forward reaction prediction with 1.9M reactions from USPTO patents (1976-2016). (1) Given the reactants Cl.[Br:2][C:3]1[C:4]([C@@H:9]([NH2:19])[CH2:10][C:11]2[CH:16]=[C:15]([F:17])[CH:14]=[C:13]([F:18])[CH:12]=2)=[N:5][CH:6]=[CH:7][CH:8]=1.[F:20][CH:21]([F:39])[C:22]1[C:30]2[C:29]([F:32])([F:31])[CH2:28][CH2:27][C:26]([F:34])([F:33])[C:25]=2[N:24]([CH2:35][C:36](O)=[O:37])[N:23]=1, predict the reaction product. The product is: [Br:2][C:3]1[C:4]([C@@H:9]([NH:19][C:36](=[O:37])[CH2:35][N:24]2[C:25]3[C:26]([F:33])([F:34])[CH2:27][CH2:28][C:29]([F:31])([F:32])[C:30]=3[C:22]([CH:21]([F:39])[F:20])=[N:23]2)[CH2:10][C:11]2[CH:12]=[C:13]([F:18])[CH:14]=[C:15]([F:17])[CH:16]=2)=[N:5][CH:6]=[CH:7][CH:8]=1. (2) Given the reactants [CH3:1][C:2]1[CH:7]=[CH:6][C:5]([C:8](=[O:14])[C:9]([O:11]CC)=[O:10])=[CH:4][CH:3]=1.[OH-].[Na+].Cl, predict the reaction product. The product is: [CH3:1][C:2]1[CH:3]=[CH:4][C:5]([C:8](=[O:14])[C:9]([OH:11])=[O:10])=[CH:6][CH:7]=1.